Dataset: NCI-60 drug combinations with 297,098 pairs across 59 cell lines. Task: Regression. Given two drug SMILES strings and cell line genomic features, predict the synergy score measuring deviation from expected non-interaction effect. (1) Drug 1: CC1C(C(CC(O1)OC2CC(CC3=C2C(=C4C(=C3O)C(=O)C5=C(C4=O)C(=CC=C5)OC)O)(C(=O)C)O)N)O.Cl. Drug 2: COC1=C2C(=CC3=C1OC=C3)C=CC(=O)O2. Cell line: SNB-19. Synergy scores: CSS=19.6, Synergy_ZIP=0.933, Synergy_Bliss=3.03, Synergy_Loewe=-26.7, Synergy_HSA=1.76. (2) Drug 1: CCC1=CC2CC(C3=C(CN(C2)C1)C4=CC=CC=C4N3)(C5=C(C=C6C(=C5)C78CCN9C7C(C=CC9)(C(C(C8N6C)(C(=O)OC)O)OC(=O)C)CC)OC)C(=O)OC.C(C(C(=O)O)O)(C(=O)O)O. Drug 2: CN(C)C1=NC(=NC(=N1)N(C)C)N(C)C. Cell line: HCT-15. Synergy scores: CSS=9.68, Synergy_ZIP=-2.96, Synergy_Bliss=2.04, Synergy_Loewe=-52.7, Synergy_HSA=-0.416.